From a dataset of Forward reaction prediction with 1.9M reactions from USPTO patents (1976-2016). Predict the product of the given reaction. (1) The product is: [Cl-:1].[CH:2]1([CH2:15][NH+:16]([CH3:18])[CH2:17][CH3:20])[C:14]2[N:6]([N:7]=[C:8]3[C:13]=2[CH:12]=[CH:11][CH:10]=[CH:9]3)[CH2:5][CH2:4][O:3]1. Given the reactants [Cl-:1].[C@H:2]1([CH2:15][NH+:16]([CH3:18])[CH3:17])[C:14]2[N:6]([N:7]=[C:8]3[C:13]=2[CH:12]=[CH:11][CH:10]=[CH:9]3)[CH2:5][CH2:4][O:3]1.Cl.[CH:20]1(CNCC)C2N(N=C3C=2C=CC=C3)CCO1, predict the reaction product. (2) Given the reactants O[CH:2]([C:12]1[CH:17]=[CH:16][C:15]([N:18]([CH3:28])[S:19]([C:22]2[CH:27]=[CH:26][CH:25]=[CH:24][CH:23]=2)(=[O:21])=[O:20])=[CH:14][CH:13]=1)[C:3]1[N:4]([CH2:8][CH2:9][O:10][CH3:11])[CH:5]=[CH:6][CH:7]=1.C([SiH](CC)CC)C.B(F)(F)F.CCOCC, predict the reaction product. The product is: [CH3:11][O:10][CH2:9][CH2:8][N:4]1[CH:5]=[CH:6][CH:7]=[C:3]1[CH2:2][C:12]1[CH:17]=[CH:16][C:15]([N:18]([CH3:28])[S:19]([C:22]2[CH:23]=[CH:24][CH:25]=[CH:26][CH:27]=2)(=[O:20])=[O:21])=[CH:14][CH:13]=1. (3) Given the reactants [F:1][C:2]1[C:3]([O:12][CH3:13])=[C:4]([C:8]([F:11])=[CH:9][CH:10]=1)[C:5]([OH:7])=[O:6].[Li+].CC([N-]C(C)C)C.C(NC(C)C)(C)C.[Li]CCCC.[B:34](OCC)([O:38]CC)[O:35]CC.OS(O)(=O)=O, predict the reaction product. The product is: [B:34]([C:10]1[CH:9]=[C:8]([F:11])[C:4]([C:5]([OH:7])=[O:6])=[C:3]([O:12][CH3:13])[C:2]=1[F:1])([OH:38])[OH:35]. (4) Given the reactants [Cl:1][CH2:2][CH2:3][N:4]1[CH:12]=[N:11][C:10]2[C:5]1=[N:6][C:7]([NH2:14])=[N:8][C:9]=2[NH2:13].[N:15]1[CH:20]=[CH:19][CH:18]=[C:17]([CH:21]=O)[CH:16]=1.C(O)(=O)C.C([BH3-])#N.[Na+], predict the reaction product. The product is: [NH2:13][C:9]1[N:8]=[C:7]([NH:14][CH2:21][C:17]2[CH:16]=[N:15][CH:20]=[CH:19][CH:18]=2)[N:6]=[C:5]2[C:10]=1[N:11]=[CH:12][N:4]2[CH2:3][CH2:2][Cl:1].